From a dataset of Full USPTO retrosynthesis dataset with 1.9M reactions from patents (1976-2016). Predict the reactants needed to synthesize the given product. (1) Given the product [C:40]1([C:2]2[CH:3]=[C:4]([C:22]3[N:23]=[C:24]([C:34]4[CH:39]=[CH:38][CH:37]=[CH:36][CH:35]=4)[N:25]=[C:26]([C:28]4[CH:33]=[CH:32][CH:31]=[CH:30][CH:29]=4)[N:27]=3)[CH:5]=[C:6]([C:8]3[C:9]4[C:14]([C:15]5[CH:16]=[CH:17][CH:18]=[CH:19][C:20]=5[CH:21]=3)=[CH:13][CH:12]=[CH:11][CH:10]=4)[CH:7]=2)[C:49]2[C:44](=[CH:45][CH:46]=[CH:47][CH:48]=2)[CH:43]=[CH:42][CH:41]=1, predict the reactants needed to synthesize it. The reactants are: Cl[C:2]1[CH:3]=[C:4]([C:22]2[N:27]=[C:26]([C:28]3[CH:33]=[CH:32][CH:31]=[CH:30][CH:29]=3)[N:25]=[C:24]([C:34]3[CH:39]=[CH:38][CH:37]=[CH:36][CH:35]=3)[N:23]=2)[CH:5]=[C:6]([C:8]2[C:9]3[C:14]([C:15]4[CH:16]=[CH:17][CH:18]=[CH:19][C:20]=4[CH:21]=2)=[CH:13][CH:12]=[CH:11][CH:10]=3)[CH:7]=1.[C:40]1(B(O)O)[C:49]2[C:44](=[CH:45][CH:46]=[CH:47][CH:48]=2)[CH:43]=[CH:42][CH:41]=1.C(=O)([O-])[O-].[Cs+].[Cs+]. (2) Given the product [C:4]([C:6]1[C:7]2[CH:14]=[CH:13][C:12]([O:15][CH3:16])=[CH:11][C:8]=2[S:9][CH:10]=1)(=[O:5])[CH3:18], predict the reactants needed to synthesize it. The reactants are: CON(C)[C:4]([C:6]1[C:7]2[CH:14]=[CH:13][C:12]([O:15][CH3:16])=[CH:11][C:8]=2[S:9][CH:10]=1)=[O:5].[CH3:18][Li].[NH4+].[Cl-]. (3) Given the product [OH:8][C@H:9]1[C@H:13]([CH3:1])[C:12](=[O:14])[N:11]([C:15]2[CH:22]=[CH:21][C:18]([C:19]#[N:20])=[C:17]([C:23]([F:26])([F:24])[F:25])[CH:16]=2)[C@H:10]1[CH3:27], predict the reactants needed to synthesize it. The reactants are: [CH:1](NC(C)C)(C)C.[OH:8][C@H:9]1[CH2:13][C:12](=[O:14])[N:11]([C:15]2[CH:22]=[CH:21][C:18]([C:19]#[N:20])=[C:17]([C:23]([F:26])([F:25])[F:24])[CH:16]=2)[C@H:10]1[CH3:27].IC.C(O)(=O)C. (4) Given the product [Cl:8][C:4]1[CH:5]=[CH:6][CH:7]=[C:2]([Cl:1])[C:3]=1[C:9]1[C:13]([CH2:14][S:15][C:16]2[CH:17]=[CH:18][C:19]([C:22]3[CH:23]=[C:24]4[C:29](=[CH:30][CH:31]=3)[N:28]=[C:27]([C:32]([OH:34])=[O:33])[CH:26]=[CH:25]4)=[CH:20][CH:21]=2)=[C:12]([CH:37]([CH3:39])[CH3:38])[O:11][N:10]=1, predict the reactants needed to synthesize it. The reactants are: [Cl:1][C:2]1[CH:7]=[CH:6][CH:5]=[C:4]([Cl:8])[C:3]=1[C:9]1[C:13]([CH2:14][S:15][C:16]2[CH:21]=[CH:20][C:19]([C:22]3[CH:23]=[C:24]4[C:29](=[CH:30][CH:31]=3)[N:28]=[C:27]([C:32]([O:34]CC)=[O:33])[CH:26]=[CH:25]4)=[CH:18][CH:17]=2)=[C:12]([CH:37]([CH3:39])[CH3:38])[O:11][N:10]=1.C(O)C.[OH-].[Na+]. (5) The reactants are: C(OC([N:8]1[CH2:12][CH2:11][C@H:10]([CH:13]([O:18][C:19]2[C:20]([CH3:26])=[N:21][C:22]([Cl:25])=[CH:23][CH:24]=2)[CH2:14][CH:15]2[CH2:17][CH2:16]2)[CH2:9]1)=O)(C)(C)C.COC1C=CC=CC=1.FC(F)(F)C(O)=O. Given the product [Cl:25][C:22]1[N:21]=[C:20]([CH3:26])[C:19]([O:18][CH:13]([C@H:10]2[CH2:11][CH2:12][NH:8][CH2:9]2)[CH2:14][CH:15]2[CH2:16][CH2:17]2)=[CH:24][CH:23]=1, predict the reactants needed to synthesize it. (6) Given the product [N:1]1([C:17]([C:10]2[N:9]=[C:8]([C:7]([F:20])([F:6])[F:21])[N:12]3[CH2:13][CH2:14][NH:15][CH2:16][C:11]=23)=[O:18])[CH2:5][CH2:4][CH2:3][CH2:2]1, predict the reactants needed to synthesize it. The reactants are: [NH:1]1[CH2:5][CH2:4][CH2:3][CH2:2]1.[F:6][C:7]([F:21])([F:20])[C:8]1[N:12]2[CH2:13][CH2:14][NH:15][CH2:16][C:11]2=[C:10]([C:17]([O-])=[O:18])[N:9]=1.